From a dataset of Forward reaction prediction with 1.9M reactions from USPTO patents (1976-2016). Predict the product of the given reaction. (1) Given the reactants O[C:2]1[CH2:7][CH2:6][C:5]([CH3:9])([CH3:8])[CH2:4][C:3]=1[C:10]([O:12][CH3:13])=[O:11].C([O-])(=O)C.[NH4+:18], predict the reaction product. The product is: [NH2:18][C:2]1[CH2:7][CH2:6][C:5]([CH3:9])([CH3:8])[CH2:4][C:3]=1[C:10]([O:12][CH3:13])=[O:11]. (2) Given the reactants [CH2:1]([O:8][C:9]1[C:18]([O:19][CH:20]2[CH2:25][CH2:24][CH2:23][CH2:22][CH2:21]2)=[CH:17][C:12]([C:13]([O:15]C)=[O:14])=[CH:11][C:10]=1[Cl:26])[C:2]1[CH:7]=[CH:6][CH:5]=[CH:4][CH:3]=1, predict the reaction product. The product is: [CH2:1]([O:8][C:9]1[C:18]([O:19][CH:20]2[CH2:21][CH2:22][CH2:23][CH2:24][CH2:25]2)=[CH:17][C:12]([C:13]([OH:15])=[O:14])=[CH:11][C:10]=1[Cl:26])[C:2]1[CH:3]=[CH:4][CH:5]=[CH:6][CH:7]=1.